This data is from Reaction yield outcomes from USPTO patents with 853,638 reactions. The task is: Predict the reaction yield, written as a fraction of the theoretical maximum amount of product (1.0 means a 100% yield; for example, 0.34 means a 34% yield). (1) The reactants are [NH2:1][C:2]1[CH:9]=[C:8]([N+:10]([O-:12])=[O:11])[CH:7]=[CH:6][C:3]=1[CH:4]=[O:5].CC1C=CC(S([CH2:23][N+:24]#[C-:25])(=O)=O)=CC=1.C([O-])([O-])=O.[K+].[K+].C([O-])(O)=O.[Na+]. The catalyst is CO. The product is [N+:10]([C:8]1[CH:7]=[CH:6][C:3]([C:4]2[O:5][CH:25]=[N:24][CH:23]=2)=[C:2]([CH:9]=1)[NH2:1])([O-:12])=[O:11]. The yield is 0.880. (2) The reactants are Br[CH2:2][C:3]1[C:8]([C:9]([F:12])([F:11])[F:10])=[CH:7][CH:6]=[CH:5][C:4]=1[Cl:13].C(=O)([O-])[O-].[K+].[K+].[C:20]([O:24][C:25](=[O:49])[CH2:26][C@@:27]1([C:33]([NH:35][CH:36]2[CH2:41][CH2:40][N:39]([C:42]([O:44][C:45]([CH3:48])([CH3:47])[CH3:46])=[O:43])[CH2:38][CH2:37]2)=[O:34])[C@H:31]([CH3:32])[CH2:30][NH:29][CH2:28]1)([CH3:23])([CH3:22])[CH3:21].C(OCC)(=O)C. The catalyst is CN(C)C=O. The product is [C:20]([O:24][C:25](=[O:49])[CH2:26][C@@:27]1([C:33]([NH:35][CH:36]2[CH2:41][CH2:40][N:39]([C:42]([O:44][C:45]([CH3:48])([CH3:47])[CH3:46])=[O:43])[CH2:38][CH2:37]2)=[O:34])[C@H:31]([CH3:32])[CH2:30][N:29]([CH2:2][C:3]2[C:8]([C:9]([F:12])([F:11])[F:10])=[CH:7][CH:6]=[CH:5][C:4]=2[Cl:13])[CH2:28]1)([CH3:23])([CH3:21])[CH3:22]. The yield is 0.638. (3) The reactants are C(N1CCNC1=NC#N)C1C=CC=CC=1.[CH2:16]([N:23]1[CH2:27][CH2:26][NH:25][S:24]1(=[O:29])=[O:28])[C:17]1[CH:22]=[CH:21][CH:20]=[CH:19][CH:18]=1.[CH2:30]([NH:37][C:38]([C:40]1[S:44][C:43](Br)=[N:42][C:41]=1[CH3:46])=[O:39])[C:31]1[CH:36]=[CH:35][CH:34]=[CH:33][CH:32]=1. No catalyst specified. The product is [CH2:30]([NH:37][C:38]([C:40]1[S:44][C:43]([N:25]2[CH2:26][CH2:27][N:23]([CH2:16][C:17]3[CH:22]=[CH:21][CH:20]=[CH:19][CH:18]=3)[S:24]2(=[O:29])=[O:28])=[N:42][C:41]=1[CH3:46])=[O:39])[C:31]1[CH:32]=[CH:33][CH:34]=[CH:35][CH:36]=1. The yield is 0.780. (4) The reactants are [Cl:1][C:2]1[CH:3]=[CH:4][C:5]([NH:8][C:9](=[O:28])[C:10]2[CH:15]=[C:14]([C:16]([O:18][CH3:19])=[O:17])[CH:13]=[CH:12][C:11]=2[NH:20][CH2:21][CH:22]2[CH2:27][CH2:26][NH:25][CH2:24][CH2:23]2)=[N:6][CH:7]=1.Cl[C:30]1[CH:35]=[CH:34][N:33]=[C:32]([C:36]#[N:37])[CH:31]=1. No catalyst specified. The product is [Cl:1][C:2]1[CH:3]=[CH:4][C:5]([NH:8][C:9](=[O:28])[C:10]2[CH:15]=[C:14]([C:16]([O:18][CH3:19])=[O:17])[CH:13]=[CH:12][C:11]=2[NH:20][CH2:21][CH:22]2[CH2:27][CH2:26][N:25]([C:30]3[CH:35]=[CH:34][N:33]=[C:32]([C:36]#[N:37])[CH:31]=3)[CH2:24][CH2:23]2)=[N:6][CH:7]=1. The yield is 0.960. (5) The reactants are [NH2:1][C:2]1[CH:7]=[CH:6][C:5]([C:8]2[N:9]([CH2:21][CH3:22])[C:10]3[C:15]([C:16]=2[C:17]#[N:18])=[CH:14][CH:13]=[C:12]([O:19][CH3:20])[CH:11]=3)=[CH:4][CH:3]=1.Cl[C:24]([O:26][CH2:27][CH3:28])=[O:25]. The catalyst is CCOC(C)=O.C([O-])(O)=O.[Na+].O. The product is [CH2:27]([O:26][C:24](=[O:25])[NH:1][C:2]1[CH:3]=[CH:4][C:5]([C:8]2[N:9]([CH2:21][CH3:22])[C:10]3[C:15]([C:16]=2[C:17]#[N:18])=[CH:14][CH:13]=[C:12]([O:19][CH3:20])[CH:11]=3)=[CH:6][CH:7]=1)[CH3:28]. The yield is 0.550. (6) The catalyst is CCOC(C)=O. The product is [Cl:1][C:2]1[CH:7]=[CH:6][C:5]([N:8]2[CH:12]=[C:11]([C:13]#[N:15])[N:10]=[N:9]2)=[C:4]([C:16]2[CH:21]=[C:20]([O:22][CH3:23])[N:19]=[CH:18][N:17]=2)[CH:3]=1. The yield is 1.00. The reactants are [Cl:1][C:2]1[CH:7]=[CH:6][C:5]([N:8]2[CH:12]=[C:11]([C:13]([NH2:15])=O)[N:10]=[N:9]2)=[C:4]([C:16]2[CH:21]=[C:20]([O:22][CH3:23])[N:19]=[CH:18][N:17]=2)[CH:3]=1.C(P1(=O)OP(CCC)(=O)OP(CCC)(=O)O1)CC. (7) The reactants are [F:1][C:2]1[CH:7]=[CH:6][C:5]([C:8]2[C:16]3[C:15]([O:17][CH2:18][CH2:19][CH2:20][O:21][C:22]4[CH:23]=[C:24]([CH:26]=[CH:27][CH:28]=4)[NH2:25])=[N:14][CH:13]=[N:12][C:11]=3[S:10][CH:9]=2)=[CH:4][CH:3]=1.[CH3:29][S:30](Cl)(=[O:32])=[O:31].C(N(C(C)C)CC)(C)C. The catalyst is ClCCl. The product is [F:1][C:2]1[CH:7]=[CH:6][C:5]([C:8]2[C:16]3[C:15]([O:17][CH2:18][CH2:19][CH2:20][O:21][C:22]4[CH:23]=[C:24]([NH:25][S:30]([CH3:29])(=[O:32])=[O:31])[CH:26]=[CH:27][CH:28]=4)=[N:14][CH:13]=[N:12][C:11]=3[S:10][CH:9]=2)=[CH:4][CH:3]=1. The yield is 0.400.